This data is from Forward reaction prediction with 1.9M reactions from USPTO patents (1976-2016). The task is: Predict the product of the given reaction. Given the reactants [C:1]([O:9][O:10]C(=O)C1C=CC=CC=1)(=[O:8])[C:2]1[CH:7]=[CH:6][CH:5]=[CH:4][CH:3]=1.[Na].Cl, predict the reaction product. The product is: [C:2]1([C:1]([O:9][OH:10])=[O:8])[CH:7]=[CH:6][CH:5]=[CH:4][CH:3]=1.